Dataset: Forward reaction prediction with 1.9M reactions from USPTO patents (1976-2016). Task: Predict the product of the given reaction. (1) Given the reactants [OH:1][C:2]1[CH:3]=[C:4]([CH:9]=[CH:10][C:11]=1[O:12][CH3:13])[C:5]([O:7][CH3:8])=[O:6].C1(C)C=CC(S(O[CH2:24][CH2:25][CH2:26][Cl:27])(=O)=O)=CC=1.C(=O)([O-])[O-].[K+].[K+], predict the reaction product. The product is: [Cl:27][CH2:26][CH2:25][CH2:24][O:1][C:2]1[CH:3]=[C:4]([CH:9]=[CH:10][C:11]=1[O:12][CH3:13])[C:5]([O:7][CH3:8])=[O:6]. (2) Given the reactants [Br:1][C:2]1[CH:7]=[CH:6][C:5]([F:8])=[CH:4][C:3]=1[F:9].[N+:10]([O-])([OH:12])=[O:11], predict the reaction product. The product is: [Br:1][C:2]1[CH:7]=[C:6]([N+:10]([O-:12])=[O:11])[C:5]([F:8])=[CH:4][C:3]=1[F:9].